From a dataset of Catalyst prediction with 721,799 reactions and 888 catalyst types from USPTO. Predict which catalyst facilitates the given reaction. (1) Product: [C:1]([O:5][C:6]([NH:8][C:9]1[O:17][C:16]2[C:11](=[N:12][CH:13]=[C:14]([CH:18]3[CH2:19][CH2:20]3)[CH:15]=2)[C:10]=1[C:21]([OH:23])=[O:22])=[O:7])([CH3:4])([CH3:2])[CH3:3]. The catalyst class is: 278. Reactant: [C:1]([O:5][C:6]([NH:8][C:9]1[O:17][C:16]2[C:11](=[N:12][CH:13]=[C:14]([CH:18]3[CH2:20][CH2:19]3)[CH:15]=2)[C:10]=1[C:21]([O:23]CC)=[O:22])=[O:7])([CH3:4])([CH3:3])[CH3:2].O[Li].O. (2) Reactant: [CH2:1]([O:8][C:9]1[CH:14]=[CH:13][C:12]([CH2:15][S:16](Cl)(=[O:18])=[O:17])=[CH:11][CH:10]=1)[C:2]1[CH:7]=[CH:6][CH:5]=[CH:4][CH:3]=1.[CH3:20][O:21][C:22]1[CH:29]=[C:28]([O:30][CH3:31])[CH:27]=[CH:26][C:23]=1[CH2:24][NH2:25]. Product: [CH2:1]([O:8][C:9]1[CH:14]=[CH:13][C:12]([CH2:15][S:16]([NH:25][CH2:24][C:23]2[CH:26]=[CH:27][C:28]([O:30][CH3:31])=[CH:29][C:22]=2[O:21][CH3:20])(=[O:18])=[O:17])=[CH:11][CH:10]=1)[C:2]1[CH:7]=[CH:6][CH:5]=[CH:4][CH:3]=1. The catalyst class is: 56. (3) Reactant: [CH2:1]([C:3]1[C:4]([C:15]2[CH:20]=[CH:19][C:18]([OH:21])=[CH:17][CH:16]=2)=[N:5][O:6][C:7]=1[C:8]1[CH:13]=[CH:12][C:11]([OH:14])=[CH:10][CH:9]=1)[CH3:2].[C:22](Cl)(=[O:26])[CH2:23][CH2:24][CH3:25].N1C=[CH:32][CH:31]=[CH:30][CH:29]=1.C([O-])(O)=[O:35].[Na+]. Product: [C:22]([O:14][C:11]1[CH:10]=[CH:9][C:8]([C:7]2[O:6][N:5]=[C:4]([C:15]3[CH:16]=[CH:17][C:18]([O:21][C:29](=[O:35])[CH2:30][CH2:31][CH3:32])=[CH:19][CH:20]=3)[C:3]=2[CH2:1][CH3:2])=[CH:13][CH:12]=1)(=[O:26])[CH2:23][CH2:24][CH3:25]. The catalyst class is: 1. (4) Reactant: [CH:1]([C:3]1[CH:8]=[CH:7][C:6]([C:9]2[CH:14]=[CH:13][C:12]([CH2:15][CH2:16][C:17]([C:19]3[O:20][C:21]([C:24]4[N:29]=[C:28]([C:30]([O:32][CH3:33])=[O:31])[CH:27]=[CH:26][CH:25]=4)=[CH:22][N:23]=3)=[O:18])=[CH:11][CH:10]=2)=[CH:5][CH:4]=1)=O.[NH:34]1[CH2:38][CH2:37][CH2:36][CH2:35]1.[BH-](OC(C)=O)(OC(C)=O)OC(C)=O.[Na+]. Product: [N:34]1([CH2:1][C:3]2[CH:8]=[CH:7][C:6]([C:9]3[CH:14]=[CH:13][C:12]([CH2:15][CH2:16][C:17]([C:19]4[O:20][C:21]([C:24]5[N:29]=[C:28]([C:30]([O:32][CH3:33])=[O:31])[CH:27]=[CH:26][CH:25]=5)=[CH:22][N:23]=4)=[O:18])=[CH:11][CH:10]=3)=[CH:5][CH:4]=2)[CH2:38][CH2:37][CH2:36][CH2:35]1. The catalyst class is: 68. (5) Reactant: [CH3:1][S:2]([O:5][C:6]1[CH:11]=[CH:10][C:9]([NH2:12])=[C:8]([NH:13][CH:14]2[CH2:19][CH2:18][CH2:17][CH2:16][CH2:15]2)[N:7]=1)(=[O:4])=[O:3].C1N=CN([C:25](N2C=NC=C2)=[O:26])C=1. Product: [CH3:1][S:2]([O:5][C:6]1[N:7]=[C:8]2[N:13]([CH:14]3[CH2:15][CH2:16][CH2:17][CH2:18][CH2:19]3)[C:25]([OH:26])=[N:12][C:9]2=[CH:10][CH:11]=1)(=[O:3])=[O:4]. The catalyst class is: 1. (6) Reactant: [C:1](Cl)(Cl)=[O:2].[CH3:5][C:6]1([CH3:38])[CH2:9][C:8]([C:16]2[CH:25]=[C:24]([O:26][CH2:27][C:28]3[CH:37]=[CH:36][C:35]4[C:30](=[CH:31][CH:32]=[CH:33][CH:34]=4)[N:29]=3)[CH:23]=[CH:22][C:17]=2[C:18]([NH:20][NH2:21])=[O:19])([C:10]2[CH:15]=[CH:14][CH:13]=[CH:12][CH:11]=2)[CH2:7]1.C(=O)(O)[O-].[Na+]. Product: [CH3:5][C:6]1([CH3:38])[CH2:9][C:8]([C:16]2[CH:25]=[C:24]([O:26][CH2:27][C:28]3[CH:37]=[CH:36][C:35]4[C:30](=[CH:31][CH:32]=[CH:33][CH:34]=4)[N:29]=3)[CH:23]=[CH:22][C:17]=2[C:18]2[O:19][C:1](=[O:2])[NH:21][N:20]=2)([C:10]2[CH:11]=[CH:12][CH:13]=[CH:14][CH:15]=2)[CH2:7]1. The catalyst class is: 308.